Dataset: Forward reaction prediction with 1.9M reactions from USPTO patents (1976-2016). Task: Predict the product of the given reaction. (1) Given the reactants C([Si](C)(C)[O:6][CH2:7][CH2:8][CH2:9][O:10][C:11]1[N:16]=[CH:15][C:14]([C:17]2[S:18][C:19]3[CH2:25][CH2:24][CH2:23][CH2:22][C:20]=3[N:21]=2)=[CH:13][CH:12]=1)(C)(C)C, predict the reaction product. The product is: [S:18]1[C:19]2[CH2:25][CH2:24][CH2:23][CH2:22][C:20]=2[N:21]=[C:17]1[C:14]1[CH:13]=[CH:12][C:11]([O:10][CH2:9][CH2:8][CH2:7][OH:6])=[N:16][CH:15]=1. (2) Given the reactants [C:1]([C:3]1[CH:8]=[CH:7][CH:6]=[CH:5][C:4]=1[C:9]1[CH:19]=[C:18]([NH:20][CH2:21][CH2:22][C:23]2[CH:28]=[CH:27][CH:26]=[C:25]([F:29])[CH:24]=2)[C:12]([C:13](OCC)=[O:14])=[CH:11][N:10]=1)#[N:2].[NH2:30][CH2:31][C:32]1[CH:33]=[N:34][CH:35]=[CH:36][CH:37]=1.C[Al](C)C, predict the reaction product. The product is: [C:1]([C:3]1[CH:8]=[CH:7][CH:6]=[CH:5][C:4]=1[C:9]1[CH:19]=[C:18]([NH:20][CH2:21][CH2:22][C:23]2[CH:28]=[CH:27][CH:26]=[C:25]([F:29])[CH:24]=2)[C:12]([C:13]([NH:30][CH2:31][C:32]2[CH:33]=[N:34][CH:35]=[CH:36][CH:37]=2)=[O:14])=[CH:11][N:10]=1)#[N:2]. (3) Given the reactants [NH2:1][C:2]1[C:3]([C:25]#[N:26])=[C:4]([CH:22]=[CH:23][CH:24]=1)[O:5][CH2:6][C:7]([CH3:21])([CH3:20])[C:8]([NH:10][CH2:11][C:12]1[CH:17]=[CH:16][CH:15]=[C:14]([O:18][CH3:19])[CH:13]=1)=[O:9].O=[C:28]([CH3:35])[CH2:29][C:30]([O:32][CH2:33][CH3:34])=[O:31], predict the reaction product. The product is: [NH2:26][C:25]1[C:3]2[C:2](=[CH:24][CH:23]=[CH:22][C:4]=2[O:5][CH2:6][C:7]([CH3:21])([CH3:20])[C:8]([NH:10][CH2:11][C:12]2[CH:17]=[CH:16][CH:15]=[C:14]([O:18][CH3:19])[CH:13]=2)=[O:9])[N:1]=[C:28]([CH3:35])[C:29]=1[C:30]([O:32][CH2:33][CH3:34])=[O:31].